This data is from Reaction yield outcomes from USPTO patents with 853,638 reactions. The task is: Predict the reaction yield, written as a fraction of the theoretical maximum amount of product (1.0 means a 100% yield; for example, 0.34 means a 34% yield). The reactants are [NH2:1][C:2]1[C:10]2[C:5](=[CH:6][C:7]([CH:11]3[O:16][CH2:15][CH2:14][N:13]([C:17]([O:19][C:20]([CH3:23])([CH3:22])[CH3:21])=[O:18])[CH2:12]3)=[CH:8][CH:9]=2)[NH:4][N:3]=1.[F:24][C:25]1[CH:33]=[CH:32][C:28]([C:29](Cl)=[O:30])=[CH:27][CH:26]=1. The catalyst is N1C=CC=CC=1. The product is [F:24][C:25]1[CH:33]=[CH:32][C:28]([C:29]([NH:1][C:2]2[C:10]3[C:5](=[CH:6][C:7]([CH:11]4[O:16][CH2:15][CH2:14][N:13]([C:17]([O:19][C:20]([CH3:23])([CH3:22])[CH3:21])=[O:18])[CH2:12]4)=[CH:8][CH:9]=3)[NH:4][N:3]=2)=[O:30])=[CH:27][CH:26]=1. The yield is 0.670.